This data is from Choline transporter screen with 302,306 compounds. The task is: Binary Classification. Given a drug SMILES string, predict its activity (active/inactive) in a high-throughput screening assay against a specified biological target. (1) The compound is OCCC1N(CCN(C1)Cc1cc(c(OC)cc1)Cn1nccc1)C(C)C. The result is 1 (active). (2) The compound is O1C(=N/C(=C/c2c(OC)ccc(OC)c2)C1=O)c1ccccc1. The result is 0 (inactive).